This data is from Forward reaction prediction with 1.9M reactions from USPTO patents (1976-2016). The task is: Predict the product of the given reaction. Given the reactants [C:1]([CH:4]([CH2:9][CH2:10][CH2:11][CH:12]=[CH2:13])[C:5]([O:7][CH3:8])=[O:6])(=[O:3])[CH3:2].[BH4-].[Na+], predict the reaction product. The product is: [OH:3][CH:1]([CH:4]([CH2:9][CH2:10][CH2:11][CH:12]=[CH2:13])[C:5]([O:7][CH3:8])=[O:6])[CH3:2].